This data is from Catalyst prediction with 721,799 reactions and 888 catalyst types from USPTO. The task is: Predict which catalyst facilitates the given reaction. The catalyst class is: 3. Product: [CH2:17]([O:19][C:20](=[O:30])[CH:21]=[CH:22][C:23]1[CH:28]=[CH:27][CH:26]=[C:25]([NH:29][C:14]([C:12]2[O:13][C:9]([C:1](=[O:8])[C:2]3[CH:3]=[CH:4][CH:5]=[CH:6][CH:7]=3)=[CH:10][CH:11]=2)=[O:16])[CH:24]=1)[CH3:18]. Reactant: [C:1]([C:9]1[O:13][C:12]([C:14]([OH:16])=O)=[CH:11][CH:10]=1)(=[O:8])[C:2]1[CH:7]=[CH:6][CH:5]=[CH:4][CH:3]=1.[CH2:17]([O:19][C:20](=[O:30])[CH:21]=[CH:22][C:23]1[CH:28]=[CH:27][CH:26]=[C:25]([NH2:29])[CH:24]=1)[CH3:18].CCN(C(C)C)C(C)C.